This data is from Forward reaction prediction with 1.9M reactions from USPTO patents (1976-2016). The task is: Predict the product of the given reaction. (1) Given the reactants [NH2:1][CH2:2][C:3]1[CH:4]=[C:5]([C:9]2[N:14]3[N:15]=[C:16]([NH:18][C:19]4[CH:24]=[CH:23][C:22]([O:25][CH2:26][CH2:27][N:28]5[CH2:32][CH2:31][CH2:30][CH2:29]5)=[CH:21][CH:20]=4)[N:17]=[C:13]3[CH:12]=[CH:11][CH:10]=2)[CH:6]=[CH:7][CH:8]=1.[Cl:33][C:34]1[CH:35]=[C:36]([N:40]=[C:41]=[O:42])[CH:37]=[CH:38][CH:39]=1, predict the reaction product. The product is: [Cl:33][C:34]1[CH:35]=[C:36]([NH:40][C:41]([NH:1][CH2:2][C:3]2[CH:8]=[CH:7][CH:6]=[C:5]([C:9]3[N:14]4[N:15]=[C:16]([NH:18][C:19]5[CH:24]=[CH:23][C:22]([O:25][CH2:26][CH2:27][N:28]6[CH2:29][CH2:30][CH2:31][CH2:32]6)=[CH:21][CH:20]=5)[N:17]=[C:13]4[CH:12]=[CH:11][CH:10]=3)[CH:4]=2)=[O:42])[CH:37]=[CH:38][CH:39]=1. (2) Given the reactants [CH3:1][C:2]1([CH3:16])[O:7][CH2:6][C:5]([N+:13]([O-])=O)([C:8]([O:10][CH2:11][CH3:12])=[O:9])[CH2:4][O:3]1.C(Cl)(Cl)Cl.C(=O)([O-])O.[Na+].Cl[C:27]([O:29][CH2:30][C:31]1[CH:36]=[CH:35][CH:34]=[CH:33][CH:32]=1)=[O:28], predict the reaction product. The product is: [CH2:30]([O:29][C:27]([NH:13][C:5]1([C:8]([O:10][CH2:11][CH3:12])=[O:9])[CH2:6][O:7][C:2]([CH3:16])([CH3:1])[O:3][CH2:4]1)=[O:28])[C:31]1[CH:36]=[CH:35][CH:34]=[CH:33][CH:32]=1. (3) Given the reactants [NH:1]1[C:5]2[CH:6]=[CH:7][CH:8]=[CH:9][C:4]=2[N:3]=[N:2]1.[CH3:10][C:11]([CH3:15])([CH3:14])[CH:12]=O.[O:16]1[C:20]2[CH:21]=[CH:22][C:23]([CH2:25][C:26]([NH2:28])=[O:27])=[CH:24][C:19]=2[O:18][CH2:17]1, predict the reaction product. The product is: [O:16]1[C:20]2[CH:21]=[CH:22][C:23]([CH2:25][C:26]([NH:28][CH:12]([N:1]3[C:5]4[CH:6]=[CH:7][CH:8]=[CH:9][C:4]=4[N:3]=[N:2]3)[C:11]([CH3:15])([CH3:14])[CH3:10])=[O:27])=[CH:24][C:19]=2[O:18][CH2:17]1. (4) Given the reactants [NH2:1][C:2]([CH3:8])([CH3:7])[C:3]([CH3:6])([OH:5])[CH3:4].F[C:10]1[C:11]([C:20]#[C:21][Si](C)(C)C)=[C:12]([C:18]#[N:19])[C:13](=[CH:16][CH:17]=1)[C:14]#[N:15].CCN(C(C)C)C(C)C.[NH4+].[Cl-], predict the reaction product. The product is: [OH:5][C:3]([CH3:6])([CH3:4])[C:2]([N:1]1[C:10]2[C:11](=[C:12]([C:18]#[N:19])[C:13]([C:14]#[N:15])=[CH:16][CH:17]=2)[CH:20]=[CH:21]1)([CH3:8])[CH3:7]. (5) Given the reactants Br[C:2]1[CH:3]=[CH:4][C:5]([C:8]([O:10][CH3:11])=[O:9])=[N:6][CH:7]=1.COCCOC.C(=O)([O-])[O-].[Na+].[Na+].[CH3:24][O:25][C:26]1[CH:27]=[C:28]2[C:33](=[CH:34][CH:35]=1)[CH:32]=[C:31](B(O)O)[CH:30]=[CH:29]2, predict the reaction product. The product is: [CH3:24][O:25][C:26]1[CH:27]=[C:28]2[C:33](=[CH:34][CH:35]=1)[CH:32]=[C:31]([C:2]1[CH:3]=[CH:4][C:5]([C:8]([O:10][CH3:11])=[O:9])=[N:6][CH:7]=1)[CH:30]=[CH:29]2.